This data is from Forward reaction prediction with 1.9M reactions from USPTO patents (1976-2016). The task is: Predict the product of the given reaction. (1) Given the reactants [C:1]([C:3]1[CH:4]=[C:5]([CH:10]=[C:11]([C:13]2[CH:18]=[CH:17][C:16]([CH3:19])=[CH:15][N:14]=2)[CH:12]=1)[C:6]([O:8][CH3:9])=[O:7])#[CH:2].[CH3:20][Si:21]([CH2:24][N:25]=[N+:26]=[N-:27])([CH3:23])[CH3:22], predict the reaction product. The product is: [CH3:19][C:16]1[CH:17]=[CH:18][C:13]([C:11]2[CH:10]=[C:5]([CH:4]=[C:3]([C:1]3[N:25]([CH2:24][Si:21]([CH3:23])([CH3:22])[CH3:20])[N:26]=[N:27][CH:2]=3)[CH:12]=2)[C:6]([O:8][CH3:9])=[O:7])=[N:14][CH:15]=1. (2) Given the reactants CC1(C)C(C)(C)OB([C:9]2[CH:30]=[CH:29][C:12]([O:13][CH2:14][CH2:15][CH:16]3[CH2:21][CH2:20][N:19]([C:22]([O:24][C:25]([CH3:28])([CH3:27])[CH3:26])=[O:23])[CH2:18][CH2:17]3)=[C:11]([C:31]([F:34])([F:33])[F:32])[CH:10]=2)O1.C([O-])([O-])=O.[Na+].[Na+].[Cl:42][C:43]1[N:44]=[C:45](Cl)[C:46]2[CH:51]=[CH:50][NH:49][C:47]=2[N:48]=1.O1CCOCC1, predict the reaction product. The product is: [Cl:42][C:43]1[N:44]=[C:45]([C:9]2[CH:30]=[CH:29][C:12]([O:13][CH2:14][CH2:15][CH:16]3[CH2:17][CH2:18][N:19]([C:22]([O:24][C:25]([CH3:27])([CH3:26])[CH3:28])=[O:23])[CH2:20][CH2:21]3)=[C:11]([C:31]([F:32])([F:34])[F:33])[CH:10]=2)[C:46]2[CH:51]=[CH:50][NH:49][C:47]=2[N:48]=1.